Task: Predict the reactants needed to synthesize the given product.. Dataset: Full USPTO retrosynthesis dataset with 1.9M reactions from patents (1976-2016) (1) Given the product [OH:10][C:11]1[C:12]([CH3:30])=[C:13]([CH3:29])[C:14]([NH:18][C:19](=[O:28])[C:20]2[CH:25]=[CH:24][C:23]([O:26][CH3:27])=[CH:22][CH:21]=2)=[N:15][C:16]=1[CH3:17], predict the reactants needed to synthesize it. The reactants are: CO.C([O:10][C:11]1[C:12]([CH3:30])=[C:13]([CH3:29])[C:14]([NH:18][C:19](=[O:28])[C:20]2[CH:25]=[CH:24][C:23]([O:26][CH3:27])=[CH:22][CH:21]=2)=[N:15][C:16]=1[CH3:17])C1C=CC=CC=1. (2) Given the product [CH:28]([O:27][C:25]1[C:24]([O:31][CH2:32][CH2:33][CH2:34][O:35][CH3:36])=[CH:23][C:3]([C:4]([N:6]([CH:20]([CH3:21])[CH3:22])[C@@H:7]2[CH2:12][CH2:11][CH2:10][N:9]([C:13]([O:15][C:16]([CH3:19])([CH3:18])[CH3:17])=[O:14])[CH2:8]2)=[O:5])=[C:2]([C:43]2[CH:48]=[CH:47][CH:46]=[CH:45][CH:44]=2)[CH:26]=1)([CH3:30])[CH3:29], predict the reactants needed to synthesize it. The reactants are: Br[C:2]1[CH:26]=[C:25]([O:27][CH:28]([CH3:30])[CH3:29])[C:24]([O:31][CH2:32][CH2:33][CH2:34][O:35][CH3:36])=[CH:23][C:3]=1[C:4]([N:6]([CH:20]([CH3:22])[CH3:21])[C@@H:7]1[CH2:12][CH2:11][CH2:10][N:9]([C:13]([O:15][C:16]([CH3:19])([CH3:18])[CH3:17])=[O:14])[CH2:8]1)=[O:5].C(=O)([O-])[O-].[Na+].[Na+].[C:43]1(B(O)O)[CH:48]=[CH:47][CH:46]=[CH:45][CH:44]=1.C(=O)([O-])O.[Na+]. (3) Given the product [CH3:31][C:23]1[CH:22]=[C:21]([O:20][C:2]2[CH:7]=[CH:6][C:5]([C:8]([F:11])([F:10])[F:9])=[CH:4][CH:3]=2)[CH:26]=[C:25]([CH3:27])[C:24]=1[C:28](=[O:30])[CH3:29], predict the reactants needed to synthesize it. The reactants are: Cl[C:2]1[CH:7]=[CH:6][C:5]([C:8]([F:11])([F:10])[F:9])=[CH:4][CH:3]=1.[O-]P([O-])([O-])=O.[K+].[K+].[K+].[OH:20][C:21]1[CH:26]=[C:25]([CH3:27])[C:24]([C:28](=[O:30])[CH3:29])=[C:23]([CH3:31])[CH:22]=1.C(P(C(C)(C)C)C1C=CC=CC=1C1C(C(C)C)=CC(C(C)C)=CC=1C(C)C)(C)(C)C. (4) The reactants are: Cl[C:2]1[CH:7]=[C:6]([CH3:8])[C:5]([N+:9]([O-:11])=[O:10])=[CH:4][N:3]=1.[CH:12]1([NH:15][C:16]([C:18]2[CH:19]=[C:20]([F:28])[C:21]([CH3:27])=[C:22](B(O)O)[CH:23]=2)=[O:17])[CH2:14][CH2:13]1.C(=O)([O-])O.[Na+]. Given the product [CH:12]1([NH:15][C:16](=[O:17])[C:18]2[CH:23]=[C:22]([C:2]3[CH:7]=[C:6]([CH3:8])[C:5]([N+:9]([O-:11])=[O:10])=[CH:4][N:3]=3)[C:21]([CH3:27])=[C:20]([F:28])[CH:19]=2)[CH2:13][CH2:14]1, predict the reactants needed to synthesize it.